From a dataset of Full USPTO retrosynthesis dataset with 1.9M reactions from patents (1976-2016). Predict the reactants needed to synthesize the given product. The reactants are: C[O:2][C:3](=[O:25])[CH2:4][C:5]1[C:14]([CH3:15])=[C:13]([CH2:16][C:17]2[CH:22]=[CH:21][C:20]([CH3:23])=[CH:19][CH:18]=2)[C:12]2[C:7](=[CH:8][CH:9]=[C:10]([F:24])[CH:11]=2)[CH:6]=1.O.[OH-].[Li+].Cl. Given the product [F:24][C:10]1[CH:11]=[C:12]2[C:7](=[CH:8][CH:9]=1)[CH:6]=[C:5]([CH2:4][C:3]([OH:25])=[O:2])[C:14]([CH3:15])=[C:13]2[CH2:16][C:17]1[CH:18]=[CH:19][C:20]([CH3:23])=[CH:21][CH:22]=1, predict the reactants needed to synthesize it.